Dataset: Full USPTO retrosynthesis dataset with 1.9M reactions from patents (1976-2016). Task: Predict the reactants needed to synthesize the given product. Given the product [F:46][C:40]1[CH:41]=[C:42]([F:45])[CH:43]=[CH:44][C:39]=1[NH:38][C:35]1[CH:34]=[CH:33][C:32]([C:30]([C:28]2[CH:29]=[C:24](/[CH:6]=[CH:7]/[CH2:8][N:9]3[CH2:10][CH2:11][O:12][CH2:13][CH2:14]3)[CH:25]=[CH:26][C:27]=2[O:47][CH3:48])=[O:31])=[CH:37][CH:36]=1, predict the reactants needed to synthesize it. The reactants are: C([Sn](CCCC)(CCCC)/[CH:6]=[CH:7]/[CH2:8][N:9]1[CH2:14][CH2:13][O:12][CH2:11][CH2:10]1)CCC.Br[C:24]1[CH:25]=[CH:26][C:27]([O:47][CH3:48])=[C:28]([C:30]([C:32]2[CH:37]=[CH:36][C:35]([NH:38][C:39]3[CH:44]=[CH:43][C:42]([F:45])=[CH:41][C:40]=3[F:46])=[CH:34][CH:33]=2)=[O:31])[CH:29]=1.C1C=CC(P(C2C=CC=CC=2)C2C=CC=CC=2)=CC=1.